This data is from Reaction yield outcomes from USPTO patents with 853,638 reactions. The task is: Predict the reaction yield, written as a fraction of the theoretical maximum amount of product (1.0 means a 100% yield; for example, 0.34 means a 34% yield). (1) The product is [C:1]([O:4][I:13]([O:17][C:14](=[O:16])[CH3:15])[C:9]1[CH:10]=[CH:11][CH:12]=[C:7]([Cl:6])[CH:8]=1)(=[O:3])[CH3:2]. The catalyst is O. The yield is 0.960. The reactants are [C:1]([O:4]O)(=[O:3])[CH3:2].[Cl:6][C:7]1[CH:8]=[C:9]([I:13])[CH:10]=[CH:11][CH:12]=1.[C:14]([OH:17])(=[O:16])[CH3:15]. (2) The reactants are [CH3:1][O:2][C:3]1[CH:4]=[C:5]([CH2:23][OH:24])[CH:6]=[CH:7][C:8]=1[O:9][CH2:10][C:11]1[C:12]([CH3:22])=[N:13][N:14]([C:16]2[CH:21]=[CH:20][CH:19]=[CH:18][N:17]=2)[CH:15]=1.O[C:26]1[C:30]([CH:31]=[O:32])=[CH:29][N:28]([C:33]2[CH:38]=[CH:37][CH:36]=[CH:35][CH:34]=2)[N:27]=1.C(P(CCCC)CCCC)CCC.N(C(N1CCCCC1)=O)=NC(N1CCCCC1)=O. The catalyst is O1CCCC1. The product is [CH3:1][O:2][C:3]1[CH:4]=[C:5]([CH:6]=[CH:7][C:8]=1[O:9][CH2:10][C:11]1[C:12]([CH3:22])=[N:13][N:14]([C:16]2[CH:21]=[CH:20][CH:19]=[CH:18][N:17]=2)[CH:15]=1)[CH2:23][O:24][C:26]1[C:30]([CH:31]=[O:32])=[CH:29][N:28]([C:33]2[CH:34]=[CH:35][CH:36]=[CH:37][CH:38]=2)[N:27]=1. The yield is 0.320. (3) The reactants are [F:1][C:2]1[CH:7]=[CH:6][C:5]([CH2:8][C:9]([OH:11])=[O:10])=[CH:4][CH:3]=1.[CH3:12][O:13][C:14]1[CH:15]=[C:16]([CH:19]=[C:20]([O:22][CH3:23])[CH:21]=1)[CH:17]=O.CC(OC(C)=O)=O.C(N(CC)CC)C. The catalyst is CCCCCC.C(OCC)(=O)C. The product is [CH3:23][O:22][C:20]1[CH:19]=[C:16](/[CH:17]=[C:8](/[C:5]2[CH:4]=[CH:3][C:2]([F:1])=[CH:7][CH:6]=2)\[C:9]([OH:11])=[O:10])[CH:15]=[C:14]([O:13][CH3:12])[CH:21]=1. The yield is 0.829.